Task: Predict which catalyst facilitates the given reaction.. Dataset: Catalyst prediction with 721,799 reactions and 888 catalyst types from USPTO (1) Reactant: [CH3:1][O:2][C:3](=[O:24])[C:4]1[CH:9]=[C:8]([O:10][CH2:11][CH3:12])[CH:7]=[C:6]([NH:13]C(OCC2C=CC=CC=2)=O)[CH:5]=1.O. Product: [CH3:1][O:2][C:3](=[O:24])[C:4]1[CH:9]=[C:8]([O:10][CH2:11][CH3:12])[CH:7]=[C:6]([NH2:13])[CH:5]=1. The catalyst class is: 43. (2) Reactant: [CH3:1][CH:2]1[CH2:7][CH2:6][N:5]([C:8]([O:10][C:11]2[C:19]3[C:14](=[CH:15][C:16]([N+:20]([O-])=O)=[CH:17][CH:18]=3)[NH:13][N:12]=2)=[O:9])[CH2:4][CH2:3]1. Product: [CH3:1][CH:2]1[CH2:7][CH2:6][N:5]([C:8]([O:10][C:11]2[C:19]3[C:14](=[CH:15][C:16]([NH2:20])=[CH:17][CH:18]=3)[NH:13][N:12]=2)=[O:9])[CH2:4][CH2:3]1. The catalyst class is: 29. (3) Reactant: [NH2:1][C:2]1[NH:7][C:6](=[S:8])[C:5]([C:9]#[N:10])=[C:4]([C:11]2[O:12][CH:13]=[CH:14][CH:15]=2)[C:3]=1[C:16]#[N:17].[C:18]1([CH2:24][CH2:25]Br)[CH:23]=[CH:22][CH:21]=[CH:20][CH:19]=1.C[O-].[Na+]. Product: [NH2:1][C:2]1[C:3]([C:16]#[N:17])=[C:4]([C:11]2[O:12][CH:13]=[CH:14][CH:15]=2)[C:5]([C:9]#[N:10])=[C:6]([S:8][CH2:25][CH2:24][C:18]2[CH:23]=[CH:22][CH:21]=[CH:20][CH:19]=2)[N:7]=1. The catalyst class is: 5. (4) Reactant: [CH3:1][I:2].[F:3][C:4]1[CH:9]=[CH:8][C:7]([F:10])=[CH:6][C:5]=1[C:11](=[S:13])[NH2:12]. Product: [IH:2].[F:3][C:4]1[CH:9]=[CH:8][C:7]([F:10])=[CH:6][C:5]=1[C:11]([S:13][CH3:1])=[NH:12]. The catalyst class is: 21. (5) The catalyst class is: 414. Reactant: [CH3:1][O:2][C:3]1[C:8]([O:9][CH3:10])=[CH:7][CH:6]=[CH:5][C:4]=1B(O)O.I[C:15]1[C:23]2[C:18](=[N:19][CH:20]=[N:21][C:22]=2[NH2:24])[N:17]([CH:25]([CH3:27])[CH3:26])[N:16]=1.C([O-])([O-])=O.[Na+].[Na+]. Product: [CH:25]([N:17]1[C:18]2=[N:19][CH:20]=[N:21][C:22]([NH2:24])=[C:23]2[C:15]([C:4]2[CH:5]=[CH:6][CH:7]=[C:8]([O:9][CH3:10])[C:3]=2[O:2][CH3:1])=[N:16]1)([CH3:27])[CH3:26].